Dataset: Reaction yield outcomes from USPTO patents with 853,638 reactions. Task: Predict the reaction yield, written as a fraction of the theoretical maximum amount of product (1.0 means a 100% yield; for example, 0.34 means a 34% yield). (1) The reactants are [Cl:1][C:2]1[CH:7]=[CH:6][CH:5]=[CH:4][C:3]=1[C:8]1[C:12]([C:13]([NH2:15])=[O:14])=[CH:11][N:10]([C:16]2[CH:21]=[CH:20][N:19]=[C:18]([Cl:22])[CH:17]=2)[N:9]=1.[O:23](C(OC(C)(C)C)=O)[C:24]([O:26][C:27]([CH3:30])([CH3:29])[CH3:28])=O. The catalyst is C1COCC1.CN(C1C=CN=CC=1)C.CCOC(C)=O. The product is [Cl:1][C:2]1[CH:7]=[CH:6][CH:5]=[CH:4][C:3]=1[C:8]1[C:12]([C:13]([N:15]([C:24]([O:26][C:27]([CH3:30])([CH3:29])[CH3:28])=[O:23])[C:24]([O:26][C:27]([CH3:30])([CH3:29])[CH3:28])=[O:23])=[O:14])=[CH:11][N:10]([C:16]2[CH:21]=[CH:20][N:19]=[C:18]([Cl:22])[CH:17]=2)[N:9]=1. The yield is 0.460. (2) The reactants are [C:1]1([NH:7][C:8]([CH:10]2[CH2:15][CH2:14][CH2:13][N:12]([C:16]([C:18]3([C:22]4[CH:27]=[CH:26][C:25]([Cl:28])=[CH:24][CH:23]=4)[CH2:21][CH2:20][CH2:19]3)=O)[CH2:11]2)=O)[CH:6]=[CH:5][CH:4]=[CH:3][CH:2]=1.COCCO[AlH2-]OCCOC.[Na+]. The catalyst is C1(C)C=CC=CC=1. The product is [Cl:28][C:25]1[CH:24]=[CH:23][C:22]([C:18]2([CH2:16][N:12]3[CH2:13][CH2:14][CH2:15][CH:10]([CH2:8][NH:7][C:1]4[CH:2]=[CH:3][CH:4]=[CH:5][CH:6]=4)[CH2:11]3)[CH2:19][CH2:20][CH2:21]2)=[CH:27][CH:26]=1. The yield is 0.910. (3) The reactants are Cl[C:2]1[N:7]=[C:6]([C:8]2[S:12][C:11]([C:13]([CH3:16])([CH3:15])[CH3:14])=[N:10][C:9]=2[C:17]2[C:18]([F:35])=[C:19]([NH:23][S:24]([C:27]3[C:32]([F:33])=[CH:31][CH:30]=[CH:29][C:28]=3[F:34])(=[O:26])=[O:25])[CH:20]=[CH:21][CH:22]=2)[CH:5]=[CH:4][N:3]=1.[Br-].[CH2:37]([O:39][C:40](=[O:44])[CH2:41][CH2:42][Zn+])[CH3:38].C1COCC1. The catalyst is C1C=CC([P]([Pd]([P](C2C=CC=CC=2)(C2C=CC=CC=2)C2C=CC=CC=2)([P](C2C=CC=CC=2)(C2C=CC=CC=2)C2C=CC=CC=2)[P](C2C=CC=CC=2)(C2C=CC=CC=2)C2C=CC=CC=2)(C2C=CC=CC=2)C2C=CC=CC=2)=CC=1. The product is [F:34][C:28]1[CH:29]=[CH:30][CH:31]=[C:32]([F:33])[C:27]=1[S:24]([NH:23][C:19]1[C:18]([F:35])=[C:17]([C:9]2[N:10]=[C:11]([C:13]([CH3:16])([CH3:15])[CH3:14])[S:12][C:8]=2[C:6]2[CH:5]=[CH:4][N:3]=[C:2]([CH2:42][CH2:41][C:40]([O:39][CH2:37][CH3:38])=[O:44])[N:7]=2)[CH:22]=[CH:21][CH:20]=1)(=[O:26])=[O:25]. The yield is 0.640. (4) The reactants are C([Sn](CCCC)(CCCC)/[CH:6]=[CH:7]\[O:8][CH2:9][CH3:10])CCC.[CH2:19]([O:26][C:27](=[O:41])[NH:28][CH2:29][CH2:30][CH2:31][NH:32][C:33]1[C:38](Br)=[CH:37][N:36]=[C:35]([Cl:40])[N:34]=1)[C:20]1[CH:25]=[CH:24][CH:23]=[CH:22][CH:21]=1. The catalyst is C1(C)C=CC=CC=1.C1C=CC([P]([Pd]([P](C2C=CC=CC=2)(C2C=CC=CC=2)C2C=CC=CC=2)([P](C2C=CC=CC=2)(C2C=CC=CC=2)C2C=CC=CC=2)[P](C2C=CC=CC=2)(C2C=CC=CC=2)C2C=CC=CC=2)(C2C=CC=CC=2)C2C=CC=CC=2)=CC=1. The product is [CH2:19]([O:26][C:27](=[O:41])[NH:28][CH2:29][CH2:30][CH2:31][NH:32][C:33]1[C:38](/[CH:6]=[CH:7]\[O:8][CH2:9][CH3:10])=[CH:37][N:36]=[C:35]([Cl:40])[N:34]=1)[C:20]1[CH:21]=[CH:22][CH:23]=[CH:24][CH:25]=1. The yield is 0.610. (5) The reactants are [NH2:1][C:2]1[CH:9]=[C:8]([Cl:10])[CH:7]=[CH:6][C:3]=1[CH:4]=O.[CH:11](=O)[CH2:12][CH3:13].N1CCCCC1. The catalyst is C(O)C. The product is [Cl:10][C:8]1[CH:9]=[C:2]2[C:3]([CH:4]=[C:12]([CH3:13])[CH:11]=[N:1]2)=[CH:6][CH:7]=1. The yield is 0.750. (6) The reactants are N[CH2:2][CH2:3][C:4]1[N:5]=[C:6]([C:32]2[CH:37]=[CH:36][C:35]([CH3:38])=[CH:34][CH:33]=2)[N:7]([CH:9]([C:13]2[N:22]([CH2:23][C:24]3[CH:29]=[CH:28][CH:27]=[CH:26][CH:25]=3)[C:21](=[O:30])[C:20]3[C:15](=[CH:16][C:17]([Cl:31])=[CH:18][CH:19]=3)[N:14]=2)[CH:10]([CH3:12])[CH3:11])[CH:8]=1.C(=O)([O-])[O-].[K+].[K+].Br[CH2:46][C:47]([O:49][C:50]([CH3:53])([CH3:52])[CH3:51])=[O:48].C[N:55](C=O)C. The catalyst is O. The product is [C:50]([O:49][C:47](=[O:48])[CH2:46][NH:55][CH:3]([C:4]1[N:5]=[C:6]([C:32]2[CH:37]=[CH:36][C:35]([CH3:38])=[CH:34][CH:33]=2)[N:7]([CH:9]([C:13]2[N:22]([CH2:23][C:24]3[CH:25]=[CH:26][CH:27]=[CH:28][CH:29]=3)[C:21](=[O:30])[C:20]3[C:15](=[CH:16][C:17]([Cl:31])=[CH:18][CH:19]=3)[N:14]=2)[CH:10]([CH3:11])[CH3:12])[CH:8]=1)[CH3:2])([CH3:53])([CH3:52])[CH3:51]. The yield is 0.500. (7) The catalyst is ClCCl. The reactants are Cl.[C:2]1(=[O:12])[C:6]2([CH2:11][CH2:10][CH2:9][NH:8][CH2:7]2)[CH2:5][CH2:4][NH:3]1.C(N(CC)CC)C.[Br:20][C:21]1[CH:26]=[C:25]([C:27]([F:30])([F:29])[F:28])[CH:24]=[CH:23][C:22]=1[S:31](Cl)(=[O:33])=[O:32]. The product is [Br:20][C:21]1[CH:26]=[C:25]([C:27]([F:29])([F:28])[F:30])[CH:24]=[CH:23][C:22]=1[S:31]([N:8]1[CH2:9][CH2:10][CH2:11][C:6]2([C:2](=[O:12])[NH:3][CH2:4][CH2:5]2)[CH2:7]1)(=[O:33])=[O:32]. The yield is 0.380. (8) The reactants are [OH:1][C:2]1[N:10]=[CH:9][CH:8]=[C:7]([I:11])[C:3]=1[C:4](Cl)=[O:5].[CH3:12][OH:13]. No catalyst specified. The product is [OH:1][C:2]1[N:10]=[CH:9][CH:8]=[C:7]([I:11])[C:3]=1[C:4]([O:13][CH3:12])=[O:5]. The yield is 1.00.